This data is from Catalyst prediction with 721,799 reactions and 888 catalyst types from USPTO. The task is: Predict which catalyst facilitates the given reaction. (1) Reactant: Br[C:2]1[S:3][C:4]([C:7]2[CH:12]=[CH:11][C:10](OC(C)C)=[C:9](C(F)(F)F)[CH:8]=2)=[N:5][N:6]=1.[F:21][C:22]1[CH:23]=[C:24](/[CH:39]=[CH:40]/[O:41][CH3:42])[C:25]([O:37][CH3:38])=[C:26](B2OC(C)(C)C(C)(C)O2)[CH:27]=1.P([O-])([O-])([O-])=O.[K+].[K+].[K+].C[N:52]([CH3:55])C=O. Product: [F:21][C:22]1[CH:23]=[C:24](/[CH:39]=[CH:40]/[O:41][CH3:42])[C:25]([O:37][CH3:38])=[C:26]([C:2]2[S:3][C:4]([C:7]3[CH:8]=[CH:9][C:10]([CH2:4][CH:7]([CH3:12])[CH3:8])=[C:11]([CH:12]=3)[C:55]#[N:52])=[N:5][N:6]=2)[CH:27]=1. The catalyst class is: 257. (2) Reactant: [N:1]1[N:2]([C:6]2[CH:34]=[CH:33][CH:32]=[CH:31][C:7]=2[C:8]([N:10]2[C@H:15]([CH3:16])[CH2:14][CH2:13][C@@H:12]([O:17][C:18]3[C:23]([C:24](=[O:26])[CH3:25])=[C:22]([C:27]([F:30])([F:29])[F:28])[CH:21]=[CH:20][N:19]=3)[CH2:11]2)=[O:9])[N:3]=[CH:4][CH:5]=1.[H-].[Al+3].[Li+].[H-].[H-].[H-]. The catalyst class is: 5. Product: [CH3:16][C@H:15]1[N:10]([C:8]([C:7]2[CH:31]=[CH:32][CH:33]=[CH:34][C:6]=2[N:2]2[N:1]=[CH:5][CH:4]=[N:3]2)=[O:9])[CH2:11][C@H:12]([O:17][C:18]2[C:23]([CH:24]([OH:26])[CH3:25])=[C:22]([C:27]([F:29])([F:30])[F:28])[CH:21]=[CH:20][N:19]=2)[CH2:13][CH2:14]1. (3) Reactant: C(OC([NH:8][C@@H:9]1[CH2:14][CH2:13][CH2:12][CH2:11][C@@H:10]1[NH:15][C:16]1[C:25]2[C:20](=[CH:21][CH:22]=[C:23]([O:26][CH3:27])[CH:24]=2)[N:19]=[C:18]([CH:28]=[CH:29][C:30]2[CH:35]=[CH:34][C:33]([Cl:36])=[CH:32][CH:31]=2)[N:17]=1)=O)(C)(C)C.Cl. Product: [Cl:36][C:33]1[CH:32]=[CH:31][C:30]([CH:29]=[CH:28][C:18]2[N:17]=[C:16]([NH:15][C@H:10]3[CH2:11][CH2:12][CH2:13][CH2:14][C@H:9]3[NH2:8])[C:25]3[C:20](=[CH:21][CH:22]=[C:23]([O:26][CH3:27])[CH:24]=3)[N:19]=2)=[CH:35][CH:34]=1. The catalyst class is: 125.